From a dataset of Catalyst prediction with 721,799 reactions and 888 catalyst types from USPTO. Predict which catalyst facilitates the given reaction. Product: [NH2:16][C:17]1[N:26]=[C:25]([C:27]([N:10]2[CH2:15][CH2:14][CH:12]([OH:13])[CH2:11]2)=[O:29])[C:24]2[C:19](=[CH:20][CH:21]=[CH:22][CH:23]=2)[N:18]=1. The catalyst class is: 3. Reactant: ClC(OCC(C)C)=O.C[N:10]1[CH2:15][CH2:14][O:13][CH2:12][CH2:11]1.[NH2:16][C:17]1[N:26]=[C:25]([C:27]([OH:29])=O)[C:24]2[C:19](=[CH:20][CH:21]=[CH:22][CH:23]=2)[N:18]=1.OC1CCNC1.